The task is: Predict the reactants needed to synthesize the given product.. This data is from Full USPTO retrosynthesis dataset with 1.9M reactions from patents (1976-2016). (1) Given the product [CH3:1][O:2][C:3]1[CH:8]=[C:7]([N:9]2[CH2:10][CH2:11][N:12]([C:18](=[O:23])/[CH:19]=[CH:20]/[CH2:21][CH3:22])[CH2:13][CH2:14]2)[N:6]2[N:15]=[CH:16][CH:17]=[C:5]2[N:4]=1, predict the reactants needed to synthesize it. The reactants are: [CH3:1][O:2][C:3]1[CH:8]=[C:7]([N:9]2[CH2:14][CH2:13][NH:12][CH2:11][CH2:10]2)[N:6]2[N:15]=[CH:16][CH:17]=[C:5]2[N:4]=1.[C:18](Cl)(=[O:23])/[CH:19]=[CH:20]/[CH2:21][CH3:22]. (2) The reactants are: [O:1]1CCO[CH:2]1[CH2:6][CH2:7][S:8][CH2:9][CH2:10][CH2:11][CH2:12][OH:13]. Given the product [OH:13][CH2:12][CH2:11][CH2:10][CH2:9][S:8][CH2:7][CH2:6][CH:2]=[O:1], predict the reactants needed to synthesize it. (3) Given the product [CH2:44]([O:43][C:41]([C:3]1([CH2:1][CH3:2])[CH2:4][CH2:5][N:6]([C:9]([C@:11]23[CH2:37][CH2:36][C@@H:35]([C:38]([CH3:40])=[CH2:39])[C@@H:12]2[C@@H:13]2[C@@:26]([CH3:29])([CH2:27][CH2:28]3)[C@@:25]3([CH3:30])[C@@H:16]([C@:17]4([CH3:34])[C@@H:22]([CH2:23][CH2:24]3)[C:21]([CH3:32])([CH3:31])[C@@H:20]([O:33][C:56](=[O:58])[CH2:57][C:53]([CH3:60])([CH3:52])[C:54]([OH:59])=[O:55])[CH2:19][CH2:18]4)[CH2:15][CH2:14]2)=[O:10])[CH2:7][CH2:8]1)=[O:42])[CH3:45], predict the reactants needed to synthesize it. The reactants are: [CH2:1]([C:3]1([C:41]([O:43][CH2:44][CH3:45])=[O:42])[CH2:8][CH2:7][N:6]([C:9]([C@:11]23[CH2:37][CH2:36][C@@H:35]([C:38]([CH3:40])=[CH2:39])[C@@H:12]2[C@@H:13]2[C@@:26]([CH3:29])([CH2:27][CH2:28]3)[C@@:25]3([CH3:30])[C@@H:16]([C@:17]4([CH3:34])[C@@H:22]([CH2:23][CH2:24]3)[C:21]([CH3:32])([CH3:31])[C@@H:20]([OH:33])[CH2:19][CH2:18]4)[CH2:15][CH2:14]2)=[O:10])[CH2:5][CH2:4]1)[CH3:2].N1C=CC=CC=1.[CH3:52][C:53]1([CH3:60])[CH2:57][C:56](=[O:58])[O:55][C:54]1=[O:59]. (4) Given the product [CH2:5]([O:4][C:2]([NH:12][CH:13]1[CH2:18][CH2:17][CH:16]([C:19]([OH:21])=[O:20])[CH2:15][CH2:14]1)=[O:3])[C:6]1[CH:11]=[CH:10][CH:9]=[CH:8][CH:7]=1, predict the reactants needed to synthesize it. The reactants are: Cl[C:2]([O:4][CH2:5][C:6]1[CH:11]=[CH:10][CH:9]=[CH:8][CH:7]=1)=[O:3].[NH2:12][CH:13]1[CH2:18][CH2:17][CH:16]([C:19]([OH:21])=[O:20])[CH2:15][CH2:14]1.C(=O)(O)[O-].[Na+]. (5) Given the product [OH:35][CH2:34][NH:29][C:27]([C:4]1[CH:3]=[C:2]([CH3:1])[C:7]([CH:8]([S:18]([C:21]2[CH:26]=[CH:25][CH:24]=[CH:23][CH:22]=2)(=[O:19])=[O:20])[C:9]2[C:14]([F:15])=[CH:13][CH:12]=[C:11]([F:16])[C:10]=2[F:17])=[CH:6][N:5]=1)=[O:28], predict the reactants needed to synthesize it. The reactants are: [CH3:1][C:2]1[C:7]([CH:8]([S:18]([C:21]2[CH:26]=[CH:25][CH:24]=[CH:23][CH:22]=2)(=[O:20])=[O:19])[C:9]2[C:14]([F:15])=[CH:13][CH:12]=[C:11]([F:16])[C:10]=2[F:17])=[CH:6][N:5]=[C:4]([C:27]([NH2:29])=[O:28])[CH:3]=1.C=O.[OH-].[Na+].[C:34](=O)([O-])[O-:35].[Na+].[Na+]. (6) Given the product [CH2:1]([CH:36]1[C:37](=[O:41])[CH2:38][CH2:39][CH2:40][C:35]1=[O:42])[C:2]1[CH:7]=[CH:6][CH:5]=[CH:4][CH:3]=1, predict the reactants needed to synthesize it. The reactants are: [CH:1](=O)[C:2]1[CH:7]=[CH:6][CH:5]=[CH:4][CH:3]=1.N1CCC[C@H]1C(O)=O.CCOC(C1CC(C(OCC)=O)=C(C)NC=1C)=O.[C:35]1(=[O:42])[CH2:40][CH2:39][CH2:38][C:37](=[O:41])[CH2:36]1.